From a dataset of Forward reaction prediction with 1.9M reactions from USPTO patents (1976-2016). Predict the product of the given reaction. (1) Given the reactants I[C:2]1[CH:7]=[CH:6][C:5]([OH:8])=[C:4]([C:9]([F:12])([F:11])[F:10])[C:3]=1[C:13]([F:16])([F:15])[F:14].C1(C)C=CC=CC=1P(C1C=CC=CC=1C)C1C=CC=CC=1C.[CH2:39]([CH:42]1[CH2:47][CH2:46][CH:45]([C:48]2[CH:53]=[CH:52][C:51](B(O)O)=[CH:50][CH:49]=2)[CH2:44][CH2:43]1)[CH2:40][CH3:41].[O-]P([O-])([O-])=O.[K+].[K+].[K+], predict the reaction product. The product is: [CH2:39]([CH:42]1[CH2:47][CH2:46][CH:45]([C:48]2[CH:53]=[CH:52][C:51]([C:2]3[CH:7]=[CH:6][C:5]([OH:8])=[C:4]([C:9]([F:12])([F:11])[F:10])[C:3]=3[C:13]([F:16])([F:15])[F:14])=[CH:50][CH:49]=2)[CH2:44][CH2:43]1)[CH2:40][CH3:41]. (2) Given the reactants [CH:1]1([C:7]2[C:8]3[CH:9]=[CH:10][C:11]([C:31]([O:33][C:34]([CH3:37])([CH3:36])[CH3:35])=[O:32])=[CH:12][C:13]=3[N:14]3[CH2:20][C:19]([C:21]([O:23][CH3:24])=[O:22])=[C:18]([CH3:25])[C:17]4[CH:26]=[C:27](F)[CH:28]=[CH:29][C:16]=4[C:15]=23)[CH2:6][CH2:5][CH2:4][CH2:3][CH2:2]1.[C:38](C1C=C(OC)C=CC=1C1NC2C(C=1C1CCCCC1)=CC=C(C(OC(C)(C)C)=O)C=2)(=[O:40])C, predict the reaction product. The product is: [CH:1]1([C:7]2[C:8]3[CH:9]=[CH:10][C:11]([C:31]([O:33][C:34]([CH3:37])([CH3:36])[CH3:35])=[O:32])=[CH:12][C:13]=3[N:14]3[CH2:20][C:19]([C:21]([O:23][CH3:24])=[O:22])=[C:18]([CH3:25])[C:17]4[CH:26]=[C:27]([O:40][CH3:38])[CH:28]=[CH:29][C:16]=4[C:15]=23)[CH2:6][CH2:5][CH2:4][CH2:3][CH2:2]1.